From a dataset of Peptide-MHC class II binding affinity with 134,281 pairs from IEDB. Regression. Given a peptide amino acid sequence and an MHC pseudo amino acid sequence, predict their binding affinity value. This is MHC class II binding data. The binding affinity (normalized) is 0.699. The peptide sequence is EVYTQLCDHRLMSAA. The MHC is DRB1_0101 with pseudo-sequence DRB1_0101.